From a dataset of Reaction yield outcomes from USPTO patents with 853,638 reactions. Predict the reaction yield, written as a fraction of the theoretical maximum amount of product (1.0 means a 100% yield; for example, 0.34 means a 34% yield). (1) The reactants are [F:1][C:2]1[CH:10]=[CH:9][CH:8]=[C:7]([F:11])[C:3]=1[C:4](Cl)=[O:5].[Br:12][C:13]1[C:14]([C:22]2[CH:28]=[CH:27][C:25]([NH2:26])=[CH:24][CH:23]=2)=[CH:15][C:16]2[O:20][CH2:19][O:18][C:17]=2[CH:21]=1.CCN(C(C)C)C(C)C. The catalyst is ClCCl.O1CCCC1.CO.[OH-].[Li+]. The product is [Br:12][C:13]1[C:14]([C:22]2[CH:23]=[CH:24][C:25]([NH:26][C:4](=[O:5])[C:3]3[C:2]([F:1])=[CH:10][CH:9]=[CH:8][C:7]=3[F:11])=[CH:27][CH:28]=2)=[CH:15][C:16]2[O:20][CH2:19][O:18][C:17]=2[CH:21]=1. The yield is 0.540. (2) The reactants are [OH:1][C:2]1[C:3]([CH2:9][OH:10])=[N:4][CH:5]=[C:6](C)[CH:7]=1.[C:11](=O)([O-])[O-].[K+].[K+].I[CH2:18][CH:19]([CH3:21])[CH3:20]. The catalyst is CN(C=O)C. The product is [CH2:18]([O:1][C:2]1[C:3]([CH2:9][OH:10])=[N:4][C:5]([CH3:11])=[CH:6][CH:7]=1)[CH:19]([CH3:21])[CH3:20]. The yield is 0.450. (3) The reactants are [N:1]1[CH:6]=[CH:5][CH:4]=[CH:3][C:2]=1[NH:7][C:8]([C:10]1[C:18]2[N:17]=[C:16]([C:19]3[CH:24]=[CH:23][CH:22]=[CH:21][C:20]=3[C:25]([F:28])([F:27])[F:26])[NH:15][C:14]=2[CH:13]=[CH:12][CH:11]=1)=[O:9].C1C=C(Cl)C=C(C(OO)=[O:37])C=1.C([O-])([O-])=O.[K+].[K+]. The catalyst is C(Cl)Cl. The product is [F:27][C:25]([F:28])([F:26])[C:20]1[CH:21]=[CH:22][CH:23]=[CH:24][C:19]=1[C:16]1[NH:15][C:14]2[CH:13]=[CH:12][CH:11]=[C:10]([C:8]([NH:7][C:2]3[CH:3]=[CH:4][CH:5]=[CH:6][N+:1]=3[O-:37])=[O:9])[C:18]=2[N:17]=1. The yield is 0.580. (4) The product is [OH:1][CH2:2][CH2:3][NH:4][S:5]([C:8]1[CH:13]=[CH:12][C:11]([C:18]2[N:23]=[CH:22][C:21]([O:24][CH2:25][CH:26]3[CH2:27][CH2:28][N:29]([C:32]([O:34][CH:35]([CH3:37])[CH3:36])=[O:33])[CH2:30][CH2:31]3)=[CH:20][CH:19]=2)=[CH:10][CH:9]=1)(=[O:7])=[O:6]. The yield is 0.270. The catalyst is Cl[Pd](Cl)([P](C1C=CC=CC=1)(C1C=CC=CC=1)C1C=CC=CC=1)[P](C1C=CC=CC=1)(C1C=CC=CC=1)C1C=CC=CC=1.COCCOC. The reactants are [OH:1][CH2:2][CH2:3][NH:4][S:5]([C:8]1[CH:13]=[CH:12][C:11](B(O)O)=[CH:10][CH:9]=1)(=[O:7])=[O:6].Br[C:18]1[N:23]=[CH:22][C:21]([O:24][CH2:25][CH:26]2[CH2:31][CH2:30][N:29]([C:32]([O:34][CH:35]([CH3:37])[CH3:36])=[O:33])[CH2:28][CH2:27]2)=[CH:20][CH:19]=1.C([O-])([O-])=O.[Na+].[Na+]. (5) The yield is 0.900. The reactants are [N:1]([CH2:4][CH:5]([C:7]1[CH:18]=[CH:17][C:10]2[O:11][C:12]([CH3:16])([CH3:15])[O:13][CH2:14][C:9]=2[CH:8]=1)[OH:6])=[N+]=[N-].[H][H]. The product is [NH2:1][CH2:4][CH:5]([C:7]1[CH:18]=[CH:17][C:10]2[O:11][C:12]([CH3:15])([CH3:16])[O:13][CH2:14][C:9]=2[CH:8]=1)[OH:6]. The catalyst is [Pd].C(O)C. (6) The reactants are [C:1]([O:5][C:6](=[O:16])[NH:7][C:8]1[CH:13]=[C:12]([F:14])[CH:11]=[CH:10][C:9]=1[NH2:15])([CH3:4])([CH3:3])[CH3:2].[CH3:17][C:18](C)([O-])C.[K+].ICC. The catalyst is O1CCCC1.C(OCC)(=O)C.O. The product is [C:1]([O:5][C:6](=[O:16])[NH:7][C:8]1[CH:13]=[C:12]([F:14])[CH:11]=[CH:10][C:9]=1[NH:15][CH2:17][CH3:18])([CH3:4])([CH3:2])[CH3:3]. The yield is 0.380. (7) The reactants are C1C2C(C[O:15][C:16]([N:18]([CH2:31][C:32]3[N:36]([CH3:37])[C:35]4[CH:38]=[CH:39][CH:40]=[CH:41][C:34]=4[N:33]=3)[CH2:19][CH2:20][NH:21][C@@H:22]([C:27]([CH3:30])([CH3:29])[CH3:28])[C:23]([O:25][CH3:26])=[O:24])=O)C3C(=CC=CC=3)C=2C=CC=1.C(NCC)C.[N+](C1C=CC(OC(=O)OC2C=CC([N+]([O-])=O)=CC=2)=CC=1)([O-])=O. The catalyst is CN(C)C=O.ClC(Cl)C. The product is [CH3:30][C:27]([CH3:29])([CH3:28])[C@H:22]([N:21]1[CH2:20][CH2:19][N:18]([CH2:31][C:32]2[N:36]([CH3:37])[C:35]3[CH:38]=[CH:39][CH:40]=[CH:41][C:34]=3[N:33]=2)[C:16]1=[O:15])[C:23]([O:25][CH3:26])=[O:24]. The yield is 0.640. (8) The reactants are [Br:1][C:2]1[CH:10]=[CH:9][C:5]([C:6]([OH:8])=[O:7])=[C:4]([N+:11]([O-:13])=[O:12])[CH:3]=1.[CH3:14]I.O. The catalyst is CN(C)C=O. The product is [CH3:14][O:7][C:6](=[O:8])[C:5]1[CH:9]=[CH:10][C:2]([Br:1])=[CH:3][C:4]=1[N+:11]([O-:13])=[O:12]. The yield is 0.900.